This data is from Catalyst prediction with 721,799 reactions and 888 catalyst types from USPTO. The task is: Predict which catalyst facilitates the given reaction. Reactant: B(Br)(Br)Br.C[O:6][C:7]1[CH:15]=[CH:14][C:10]([C:11]([OH:13])=[O:12])=[C:9]([C:16]2[CH:21]=[CH:20][C:19]([F:22])=[CH:18][CH:17]=2)[CH:8]=1. Product: [OH:6][C:7]1[CH:15]=[CH:14][C:10]([C:11]([OH:13])=[O:12])=[C:9]([C:16]2[CH:21]=[CH:20][C:19]([F:22])=[CH:18][CH:17]=2)[CH:8]=1. The catalyst class is: 4.